This data is from Reaction yield outcomes from USPTO patents with 853,638 reactions. The task is: Predict the reaction yield, written as a fraction of the theoretical maximum amount of product (1.0 means a 100% yield; for example, 0.34 means a 34% yield). (1) The reactants are [OH:1][C:2]1[CH:7]=[C:6]([OH:8])[CH:5]=[CH:4][N:3]=1.[N+:9]([O-])([OH:11])=[O:10]. The catalyst is OS(O)(=O)=O. The product is [OH:1][C:2]1[C:7]([N+:9]([O-:11])=[O:10])=[C:6]([OH:8])[CH:5]=[CH:4][N:3]=1. The yield is 0.740. (2) The reactants are [Br:1][C:2]1[CH:3]=[C:4]([C:8]#[C:9][C:10]2[CH:11]=[C:12]([C:15]#[N:16])[NH:13][CH:14]=2)[CH:5]=[CH:6][CH:7]=1.S([O-])([O-])(=O)=[O:18].[Mg+2].C(=O)(O)[O-].[Na+].[O-][Mn](=O)(=O)=O.[K+].[OH2:34]. The yield is 0.840. The catalyst is CC(C)=O.CCOC(C)=O.C(OCC)(=O)C.CCCCCC. The product is [Br:1][C:2]1[CH:3]=[C:4]([C:8](=[O:18])[C:9]([C:10]2[CH:11]=[C:12]([C:15]#[N:16])[NH:13][CH:14]=2)=[O:34])[CH:5]=[CH:6][CH:7]=1. (3) The reactants are [C:1]([O:5][C:6](=[O:17])[C:7]1[CH:12]=[CH:11][C:10](Cl)=[C:9]([N+:14]([O-:16])=[O:15])[CH:8]=1)([CH3:4])([CH3:3])[CH3:2].[CH2:18]([NH2:20])[CH3:19].C1COCC1. The catalyst is C1COCC1. The product is [C:1]([O:5][C:6](=[O:17])[C:7]1[CH:12]=[CH:11][C:10]([NH:20][CH2:18][CH3:19])=[C:9]([N+:14]([O-:16])=[O:15])[CH:8]=1)([CH3:4])([CH3:3])[CH3:2]. The yield is 0.990. (4) The reactants are N1C=CC=CC=1.Cl.[CH3:8][NH:9][O:10][CH3:11].[CH3:12][O:13][C:14]1[CH:15]=[C:16]([CH:20]=[CH:21][CH:22]=1)[C:17](Cl)=[O:18].O. The catalyst is C(Cl)Cl.C1COCC1. The product is [CH3:8][N:9]([O:10][CH3:11])[C:17](=[O:18])[C:16]1[CH:20]=[CH:21][CH:22]=[C:14]([O:13][CH3:12])[CH:15]=1. The yield is 0.980. (5) The reactants are C[O:2][C:3](=O)[CH2:4][C:5]1[CH:10]=[CH:9][CH:8]=[C:7]([N:11]2[CH2:15][CH2:14][NH:13][C:12]2=[O:16])[CH:6]=1.[BH4-].[Li+].O. The catalyst is ClCCl. The product is [OH:2][CH2:3][CH2:4][C:5]1[CH:6]=[C:7]([N:11]2[CH2:15][CH2:14][NH:13][C:12]2=[O:16])[CH:8]=[CH:9][CH:10]=1. The yield is 0.750. (6) The reactants are [C:1]([O:5][C:6]([N:8]1[CH2:15][CH:14]2[NH:16][CH:10]([CH2:11][N:12]([CH3:17])[CH2:13]2)[CH2:9]1)=[O:7])([CH3:4])([CH3:3])[CH3:2].[F:18][C:19]1[CH:26]=[CH:25][C:22]([CH2:23]Cl)=[CH:21][CH:20]=1.C([O-])(O)=O.[Na+]. The catalyst is CCO. The product is [C:1]([O:5][C:6]([N:8]1[CH2:9][CH:10]2[N:16]([CH2:23][C:22]3[CH:25]=[CH:26][C:19]([F:18])=[CH:20][CH:21]=3)[CH:14]([CH2:13][N:12]([CH3:17])[CH2:11]2)[CH2:15]1)=[O:7])([CH3:4])([CH3:3])[CH3:2]. The yield is 0.660. (7) The reactants are [C:1]([N:4]1[CH:9]([CH3:10])[CH2:8][N:7]([C:11]2[CH:18]=[CH:17][C:14]([CH:15]=O)=[CH:13][CH:12]=2)[CH2:6][CH:5]1[CH3:19])(=[O:3])[CH3:2].OS([O-])=O.[Na+].CC1C=CC(S(O)(=O)=O)=CC=1.[NH2:36][C:37]1[CH:45]=[C:44]([O:46][CH3:47])[CH:43]=[C:42]([O:48][CH3:49])[C:38]=1[C:39]([NH2:41])=[O:40]. The catalyst is CC(N(C)C)=O.O. The product is [C:1]([N:4]1[C@@H:9]([CH3:10])[CH2:8][N:7]([C:11]2[CH:18]=[CH:17][C:14]([C:15]3[NH:41][C:39](=[O:40])[C:38]4[C:37](=[CH:45][C:44]([O:46][CH3:47])=[CH:43][C:42]=4[O:48][CH3:49])[N:36]=3)=[CH:13][CH:12]=2)[CH2:6][C@H:5]1[CH3:19])(=[O:3])[CH3:2]. The yield is 0.460. (8) The reactants are [CH3:1][O:2][C:3]([C:5]1[S:6][C:7]([C:15]2[CH:20]=[CH:19][CH:18]=[CH:17][CH:16]=2)=[CH:8][C:9]=1[NH:10][C:11]([CH3:14])([CH3:13])[CH3:12])=[O:4].N#N.[Cl:23][C:24]1[CH:32]=[C:31]([Cl:33])[CH:30]=[CH:29][C:25]=1[C:26](Cl)=[O:27]. The catalyst is ClC(Cl)C. The product is [CH3:1][O:2][C:3]([C:5]1[S:6][C:7]([C:15]2[CH:20]=[CH:19][CH:18]=[CH:17][CH:16]=2)=[CH:8][C:9]=1[N:10]([C:11]([CH3:14])([CH3:12])[CH3:13])[C:26](=[O:27])[C:25]1[CH:29]=[CH:30][C:31]([Cl:33])=[CH:32][C:24]=1[Cl:23])=[O:4]. The yield is 0.690. (9) The reactants are C(NC(C)C)(C)C.C([Li])CCC.[Br:13][C:14]1[CH:15]=[CH:16][C:17]2[S:21][CH:20]=[CH:19][C:18]=2[CH:22]=1.Cl[Si:24]([CH3:27])([CH3:26])[CH3:25]. The catalyst is C1COCC1. The product is [Br:13][C:14]1[CH:15]=[CH:16][C:17]2[S:21][C:20]([Si:24]([CH3:27])([CH3:26])[CH3:25])=[CH:19][C:18]=2[CH:22]=1. The yield is 0.980.